From a dataset of Forward reaction prediction with 1.9M reactions from USPTO patents (1976-2016). Predict the product of the given reaction. (1) Given the reactants Cl.[NH:2]1[C:10]2[C:5](=[CH:6][CH:7]=[CH:8][CH:9]=2)[CH:4]=[C:3]1[C:11]1[N:12]=[C:13]([CH:21]2[CH2:26][CH2:25][NH:24][CH2:23][CH2:22]2)[N:14]2[CH:19]=[CH:18][N:17]=[C:16]([NH2:20])[C:15]=12.C(N(CC)C(C)C)(C)C.[CH3:36][N:37]([CH3:41])[C:38](Cl)=[O:39], predict the reaction product. The product is: [NH2:20][C:16]1[C:15]2[N:14]([C:13]([CH:21]3[CH2:26][CH2:25][N:24]([C:38]([N:37]([CH3:41])[CH3:36])=[O:39])[CH2:23][CH2:22]3)=[N:12][C:11]=2[C:3]2[NH:2][C:10]3[C:5]([CH:4]=2)=[CH:6][CH:7]=[CH:8][CH:9]=3)[CH:19]=[CH:18][N:17]=1. (2) Given the reactants [CH:1]([N:4]1[CH2:9][CH2:8][NH:7][CH2:6][CH2:5]1)([CH3:3])[CH3:2].Br[CH2:11][C:12]1[O:16][C:15]([C:17]2[CH:25]=[C:24]([Cl:26])[CH:23]=[C:22]3[C:18]=2[CH:19]=[N:20][N:21]3[S:27]([C:30]2[CH:35]=[CH:34][CH:33]=[CH:32][CH:31]=2)(=[O:29])=[O:28])=[N:14][CH:13]=1.C(N(CC)CC)C, predict the reaction product. The product is: [Cl:26][C:24]1[CH:23]=[C:22]2[C:18]([CH:19]=[N:20][N:21]2[S:27]([C:30]2[CH:31]=[CH:32][CH:33]=[CH:34][CH:35]=2)(=[O:29])=[O:28])=[C:17]([C:15]2[O:16][C:12]([CH2:11][N:7]3[CH2:8][CH2:9][N:4]([CH:1]([CH3:3])[CH3:2])[CH2:5][CH2:6]3)=[CH:13][N:14]=2)[CH:25]=1.